This data is from Experimentally validated miRNA-target interactions with 360,000+ pairs, plus equal number of negative samples. The task is: Binary Classification. Given a miRNA mature sequence and a target amino acid sequence, predict their likelihood of interaction. (1) The miRNA is hsa-miR-759 with sequence GCAGAGUGCAAACAAUUUUGAC. The protein sequence of the target gene is MAEPGEGLPEEVLALIFRHLSLRDRAAAARVCRAWAAAATCSAVWHDTKISCECELEGMLPPYLSACLDHIHNLRLEFEPSRKPSRRAAIELLMVLAGRAPGLRGLRLECRGEKPLFDAGRDVLEAVHAVCGAASQLRHLDLRRLSFTLDDALVLQAARSCPELHSLFLDNSTLVGSVGPGSVLELLEACPRLRALGLHLASLSHAILEALAAPDRAPFALLALRCACPEDARASPLPNEAWVALRRRHPGLAVELELEPALPAESVTRVLQPAVPVAALRLNLSGDTVGPVRFAAHHYA.... Result: 0 (no interaction). (2) The miRNA is hsa-miR-1277-5p with sequence AAAUAUAUAUAUAUAUGUACGUAU. The protein sequence of the target gene is MAGVSYAAPWWVSLLHRLPHFDLSWEATSSQFRPEDTDYQQALLLLGAAALACLALDLLFLLFYSFWLCCRRRKSEEHLDADCCCTAWCVIIATLVCSAGIAVGFYGNGETSDGIHRATYSLRHANRTVAGVQDRVWDTAVGLNHTAEPSLQTLERQLAGRPEPLRAVQRLQGLLETLLGYTAAIPFWRNTAVSLEVLAEQVDLYDWYRWLGYLGLLLLDVIICLLVLVGLIRSSKGILVGVCLLGVLALVISWGALGLELAVSVGSSDFCVDPDAYVTKMVEEYSVLSGDILQYYLACS.... Result: 1 (interaction). (3) The miRNA is cel-miR-59-3p with sequence UCGAAUCGUUUAUCAGGAUGAUG. The protein sequence of the target gene is MTQLTNFSESFSNQNSNLHQPYNFNSHQPPEENHYYVREPNGKRPFPVEFELDMEYVPRTKRRFDKISACLENFSISNDKPSPINICRESSSDEEMDEVYDDSNFDQCTESTSIPLVVEPDDEPAVAKKIRLDESIQRYFEKCRQGPIDFLPKPEKLKGNEMVIWQPRILVSPKNDFNMAGRIQEIDDEEEDRVNEEIKTRIIENEGMIDEDTRNETTGIVELGTGSDHSDIGSSWSSPMASPTGSSQIVELDPDSPNSLTNGSVTDEEMMEFE. Result: 1 (interaction). (4) The miRNA is hsa-miR-3618 with sequence UGUCUACAUUAAUGAAAAGAGC. The protein sequence of the target gene is MTAHLPQEISSRCSTTNIMEPHSRRQQDGEEKMPLQAEDIRPEIKDDLYDPSYQDEEGPPPKLEYVWRNIIFMALLHVGALYGITLVPSCKVYTWLLGVFYNVVAGLGITAGAHRLWSHRTYKARLPLRIFLIMANTMAFQNDVYEWARDHRAHHKFSETHADPHNSRRGFFFSHVGWLLVRKHPAVKEKGKNLDMSDLKAEKLVMFQRRYYKLAVTLMFIILPTLVPWYLWGETFQHSLCVSNFLRYAVLLNFTWLVNSAAHLYGYRPYDRGIGARENPFVSMASLGEGFHNYHHTFPY.... Result: 0 (no interaction). (5) The miRNA is hsa-miR-4697-3p with sequence UGUCAGUGACUCCUGCCCCUUGGU. The protein sequence of the target gene is MKLSSEKLPKNPFSLSQYAAKQQKFFQWKKEKPDYYLHANLVDTALQFLKERIRRGDAMAYFLRGQLYFEEGWYEEALAQFEEIQEKDHQAIYQLGVMYYDGLGTIANAEKGVNYMRKILDSSCPQTMHLKFAAAYNLGRAYFEGKGVKRSDEEAERLWLLAADNGNPKASVKAQSILGLFYSMKEPKELEKAFFWHSEACGNGSLESQGALGLMYFYGQGIRQDTDAALHCLREAAERGNVYAQGTLVEYYYKMKFFTKCVSFSKRIADYDEVHDIPMIAHVTDCLPEFIIKGMAMAAF.... Result: 0 (no interaction). (6) The miRNA is hsa-let-7b-5p with sequence UGAGGUAGUAGGUUGUGUGGUU. The protein sequence of the target gene is MDLILNRMDYLQVGVTSQKTMKLIPASRHRATQKVVIGDHDGVVMCFGMKKGEAAAVFKTLPGPKIARLELGGVINTPQEKIFIAAASEIRGFTKRGKQFLSFETNLTESIKAMHISGSDLFLSASYIYNHYCDCKDQHYYLSGDKINDVICLPVERLSRITPVLACQDRVLRVLQGSDVMYAVEVPGPPTVLALHNGNGGDSGEDLLFGTSDGKLALIQITTSKPVRKWEIQNEKKRGGILCIDSFDIVGDGVKDLLVGRDDGMVEVYSFDNANEPVLRFDQMLSESVTSIQGGCVGKD.... Result: 1 (interaction).